This data is from NCI-60 drug combinations with 297,098 pairs across 59 cell lines. The task is: Regression. Given two drug SMILES strings and cell line genomic features, predict the synergy score measuring deviation from expected non-interaction effect. (1) Drug 1: C1CC(C1)(C(=O)O)C(=O)O.[NH2-].[NH2-].[Pt+2]. Drug 2: C(CN)CNCCSP(=O)(O)O. Cell line: UACC-257. Synergy scores: CSS=2.16, Synergy_ZIP=-0.212, Synergy_Bliss=0.705, Synergy_Loewe=-4.67, Synergy_HSA=-1.45. (2) Drug 1: C1CCN(CC1)CCOC2=CC=C(C=C2)C(=O)C3=C(SC4=C3C=CC(=C4)O)C5=CC=C(C=C5)O. Drug 2: CCC(=C(C1=CC=CC=C1)C2=CC=C(C=C2)OCCN(C)C)C3=CC=CC=C3.C(C(=O)O)C(CC(=O)O)(C(=O)O)O. Cell line: M14. Synergy scores: CSS=1.95, Synergy_ZIP=0.960, Synergy_Bliss=4.71, Synergy_Loewe=1.53, Synergy_HSA=1.55. (3) Drug 1: CS(=O)(=O)C1=CC(=C(C=C1)C(=O)NC2=CC(=C(C=C2)Cl)C3=CC=CC=N3)Cl. Drug 2: N.N.Cl[Pt+2]Cl. Cell line: CAKI-1. Synergy scores: CSS=0.107, Synergy_ZIP=-2.63, Synergy_Bliss=-5.47, Synergy_Loewe=-3.94, Synergy_HSA=-4.14.